From a dataset of Forward reaction prediction with 1.9M reactions from USPTO patents (1976-2016). Predict the product of the given reaction. (1) Given the reactants Cl[C:2]1[S:3][C:4]2[CH:10]=[C:9]([O:11][CH3:12])[CH:8]=[CH:7][C:5]=2[N:6]=1.[NH:13]1[C:17]([C:18]2[CH:23]=[CH:22][C:21](B(O)O)=[CH:20][CH:19]=2)=[N:16][N:15]=[N:14]1.C([O-])([O-])=O.[K+].[K+].COCCOCCO, predict the reaction product. The product is: [NH:16]1[C:17]([C:18]2[CH:23]=[CH:22][C:21]([C:2]3[S:3][C:4]4[CH:10]=[C:9]([O:11][CH3:12])[CH:8]=[CH:7][C:5]=4[N:6]=3)=[CH:20][CH:19]=2)=[N:13][N:14]=[N:15]1. (2) Given the reactants [CH2:1]([O:8][C:9]([N:11]1[CH:15]([C:16](O)=[O:17])[CH2:14][S:13][CH:12]1[C:19]1[CH:20]=[N:21][CH:22]=[CH:23][CH:24]=1)=[O:10])[C:2]1[CH:7]=[CH:6][CH:5]=[CH:4][CH:3]=1.[NH2:25][C:26]1[CH:37]=[CH:36][C:29]([C:30]([NH:32][CH:33]2[CH2:35][CH2:34]2)=[O:31])=[CH:28][CH:27]=1, predict the reaction product. The product is: [CH2:1]([O:8][C:9]([N:11]1[CH:15]([C:16](=[O:17])[NH:25][C:26]2[CH:37]=[CH:36][C:29]([C:30](=[O:31])[NH:32][CH:33]3[CH2:35][CH2:34]3)=[CH:28][CH:27]=2)[CH2:14][S:13][CH:12]1[C:19]1[CH:20]=[N:21][CH:22]=[CH:23][CH:24]=1)=[O:10])[C:2]1[CH:3]=[CH:4][CH:5]=[CH:6][CH:7]=1. (3) Given the reactants C1(C2C(N3CCN(C(C4C=NC(F)=CC=4C)=O)CC3)=NC=C(C3CC3)C=2)CC1.COC1C=CC(CN)=CC=1.Cl[CH2:40][CH2:41][CH2:42][S:43](Cl)(=[O:45])=[O:44].[NH2:47][C:48]1[N:53]=[CH:52][C:51]([C:54]([N:56]2[CH2:61][CH2:60][N:59]([C:62]3[C:67]([CH:68]4[CH2:70][CH2:69]4)=[CH:66][C:65]([CH:71]4[CH2:73][CH2:72]4)=[CH:64][N:63]=3)[CH2:58][CH2:57]2)=[O:55])=[C:50]([CH3:74])[CH:49]=1, predict the reaction product. The product is: [CH:68]1([C:67]2[C:62]([N:59]3[CH2:58][CH2:57][N:56]([C:54]([C:51]4[CH:52]=[N:53][C:48]([N:47]5[CH2:40][CH2:41][CH2:42][S:43]5(=[O:45])=[O:44])=[CH:49][C:50]=4[CH3:74])=[O:55])[CH2:61][CH2:60]3)=[N:63][CH:64]=[C:65]([CH:71]3[CH2:73][CH2:72]3)[CH:66]=2)[CH2:69][CH2:70]1. (4) Given the reactants [NH:1]1[CH2:5][CH2:4][CH2:3][C@H:2]1[C:6]1[NH:7][C:8]([C:11]2[CH:24]=[C:23]3[O:25][CH2:26][C:20]4[C:21]5[C:22]3=[C:13]([CH2:14][O:15][C:16]=5[CH:17]=[C:18]([C:27]3[NH:31][C:30]([C@@H:32]5[CH2:36][CH2:35][CH2:34][N:33]5C(OC(C)(C)C)=O)=[N:29][CH:28]=3)[CH:19]=4)[CH:12]=2)=[CH:9][N:10]=1.N1CCC[C@H]1C1NC(C2C=C3COC4C5=C(C=C(C6NC([C@@H]7CCCN7)=NC=6)C=4)COC(C=2)=C35)=CN=1.[CH3:80][O:81][C:82]([NH:84][C@@H:85]([CH:89]([CH3:91])[CH3:90])[C:86](O)=[O:87])=[O:83].CN(C(ON1N=NC2C=CC=NC1=2)=[N+](C)C)C.F[P-](F)(F)(F)(F)F.CN1CCOCC1, predict the reaction product. The product is: [CH3:90][CH:89]([CH3:91])[C@H:85]([NH:84][C:82](=[O:83])[O:81][CH3:80])[C:86](=[O:87])[N:33]1[CH2:34][CH2:35][CH2:36][C@H:32]1[C:30]1[NH:31][C:27]([C:18]2[CH:19]=[C:20]3[CH2:26][O:25][C:23]4[C:22]5=[C:13]([CH:12]=[C:11]([C:8]6[NH:7][C:6]([C@@H:2]7[CH2:3][CH2:4][CH2:5][NH:1]7)=[N:10][CH:9]=6)[CH:24]=4)[CH2:14][O:15][C:16]([CH:17]=2)=[C:21]35)=[CH:28][N:29]=1. (5) Given the reactants [C:1]([O:5][C:6]([N:8]1[CH2:13][CH2:12][CH:11]([N:14]2[C:18]3=[N:19][CH:20]=[N:21][C:22](Cl)=[C:17]3[CH:16]=[N:15]2)[CH2:10][CH2:9]1)=[O:7])([CH3:4])([CH3:3])[CH3:2].[N:24]1[N:25]([C:29]2[CH:34]=[CH:33][C:32]([OH:35])=[CH:31][CH:30]=2)[N:26]=[N:27][CH:28]=1.C(=O)([O-])[O-].[K+].[K+], predict the reaction product. The product is: [C:1]([O:5][C:6]([N:8]1[CH2:13][CH2:12][CH:11]([N:14]2[C:18]3=[N:19][CH:20]=[N:21][C:22]([O:35][C:32]4[CH:31]=[CH:30][C:29]([N:25]5[N:26]=[N:27][CH:28]=[N:24]5)=[CH:34][CH:33]=4)=[C:17]3[CH:16]=[N:15]2)[CH2:10][CH2:9]1)=[O:7])([CH3:4])([CH3:3])[CH3:2]. (6) Given the reactants [N:1]1([C:7]2[CH:12]=[CH:11][C:10]([C:13]3[C:21]4[S:20][C:19]([C:22]([O:24]C)=[O:23])=[CH:18][C:17]=4[CH:16]=[CH:15][CH:14]=3)=[CH:9][CH:8]=2)[CH2:6][CH2:5][O:4][CH2:3][CH2:2]1.[OH-].[K+], predict the reaction product. The product is: [N:1]1([C:7]2[CH:12]=[CH:11][C:10]([C:13]3[C:21]4[S:20][C:19]([C:22]([OH:24])=[O:23])=[CH:18][C:17]=4[CH:16]=[CH:15][CH:14]=3)=[CH:9][CH:8]=2)[CH2:6][CH2:5][O:4][CH2:3][CH2:2]1. (7) Given the reactants [Cl:1][C:2]1[CH:7]=[CH:6][C:5]([CH:8]2[CH2:11][CH2:10][CH:9]2[NH2:12])=[CH:4][CH:3]=1.C(N(CC)CC)C.[F:20][C:21]([F:32])([F:31])[C:22]1[CH:30]=[CH:29][CH:28]=[CH:27][C:23]=1[C:24](Cl)=[O:25], predict the reaction product. The product is: [Cl:1][C:2]1[CH:3]=[CH:4][C:5]([CH:8]2[CH2:11][CH2:10][CH:9]2[NH:12][C:24](=[O:25])[C:23]2[CH:27]=[CH:28][CH:29]=[CH:30][C:22]=2[C:21]([F:20])([F:31])[F:32])=[CH:6][CH:7]=1.